This data is from Forward reaction prediction with 1.9M reactions from USPTO patents (1976-2016). The task is: Predict the product of the given reaction. (1) Given the reactants C([Si](C)(C)[O:6][CH2:7][C@H:8]([NH:15][S@@](C(C)(C)C)=O)[C:9]1[S:10][C:11]([CH3:14])=[CH:12][N:13]=1)(C)(C)C.[ClH:24].O1CCOCC1, predict the reaction product. The product is: [ClH:24].[NH2:15][C@H:8]([C:9]1[S:10][C:11]([CH3:14])=[CH:12][N:13]=1)[CH2:7][OH:6]. (2) Given the reactants Br[C:2]1[CH:9]=[CH:8][C:5]([NH:6][CH3:7])=[CH:4][CH:3]=1.[CH:10]1(B(O)O)[CH2:12][CH2:11]1.[O-]P([O-])([O-])=O.[K+].[K+].[K+], predict the reaction product. The product is: [CH:10]1([C:2]2[CH:9]=[CH:8][C:5]([NH:6][CH3:7])=[CH:4][CH:3]=2)[CH2:12][CH2:11]1. (3) Given the reactants [C:1]([OH:10])(=[O:9])[C@H:2]([C@@H:4]([C:6]([OH:8])=[O:7])[OH:5])[OH:3].[CH2:11]([O:18][C:19](=[O:36])[C:20]([CH3:35])([O:22][C:23]1[CH:28]=[CH:27][CH:26]=[C:25]([CH:29]2[CH2:34][CH2:33][CH2:32][NH:31][CH2:30]2)[CH:24]=1)[CH3:21])[C:12]1[CH:17]=[CH:16][CH:15]=[CH:14][CH:13]=1, predict the reaction product. The product is: [C:6]([C@H:4]([C@@H:2]([C:1]([OH:10])=[O:9])[OH:3])[OH:5])([OH:8])=[O:7].[CH2:11]([O:18][C:19](=[O:36])[C:20]([CH3:21])([O:22][C:23]1[CH:28]=[CH:27][CH:26]=[C:25]([C@H:29]2[CH2:34][CH2:33][CH2:32][NH:31][CH2:30]2)[CH:24]=1)[CH3:35])[C:12]1[CH:17]=[CH:16][CH:15]=[CH:14][CH:13]=1. (4) Given the reactants [F:1][C:2]1[CH:7]=[CH:6][CH:5]=[CH:4][C:3]=1[O:8][C:9](=O)CC.[Cl-].[Cl-].[Cl-].[Al+3].Cl.FC1[C:20](O)=[C:21]([C:25](=[O:28])CC)C=CC=1.C(=O)([O-])[O-].[K+].[K+].CI, predict the reaction product. The product is: [F:1][C:2]1[C:3]([O:8][CH3:9])=[C:4]([C:25](=[O:28])[CH2:21][CH3:20])[CH:5]=[CH:6][CH:7]=1. (5) Given the reactants [N+:1]([C:4]1[N:9]=[CH:8][C:7]2[CH:10]=[CH:11][O:12][C:6]=2[C:5]=1[OH:13])([O-])=O.[Cl:14][C:15]1[CH:16]=[CH:17][C:18]2[N:19]([C:21]([C@H:24](O)[CH3:25])=[N:22][N:23]=2)[N:20]=1.C1(P(C2C=CC=CC=2)C2C=CC=CC=2)C=CC=CC=1.N(C(OC(C)C)=O)=NC(OC(C)C)=O, predict the reaction product. The product is: [Cl:14][C:15]1[CH:16]=[CH:17][C:18]2[N:19]([C:21]([C@@H:24]([O:13][C:5]3[C:6]4[O:12][CH:11]=[CH:10][C:7]=4[CH:8]=[N:9][C:4]=3[NH2:1])[CH3:25])=[N:22][N:23]=2)[N:20]=1. (6) The product is: [F:20][C:18]1[CH:17]=[CH:16][C:15]([N+:21]([O-:23])=[O:22])=[C:14]([CH:5]([C:4]([O:11][CH3:12])=[O:10])[C:6]([O:8][CH3:9])=[O:7])[CH:19]=1. Given the reactants C[O-].[Na+].[C:4]([O:11][CH3:12])(=[O:10])[CH2:5][C:6]([O:8][CH3:9])=[O:7].F[C:14]1[CH:19]=[C:18]([F:20])[CH:17]=[CH:16][C:15]=1[N+:21]([O-:23])=[O:22].Cl, predict the reaction product. (7) Given the reactants [OH-:1].[K+].[F:3][C:4]1[CH:9]=[CH:8][CH:7]=[CH:6][C:5]=1[OH:10].F[C:12]1[CH:19]=[CH:18][C:15](C#N)=[CH:14][CH:13]=1.CN([CH:23]=[O:24])C, predict the reaction product. The product is: [F:3][C:4]1[CH:9]=[CH:8][CH:7]=[CH:6][C:5]=1[O:10][C:12]1[CH:19]=[CH:18][C:15]([C:23]([OH:24])=[O:1])=[CH:14][CH:13]=1. (8) The product is: [Cl:1][C:2]1[C:3]([N:13]2[CH2:18][CH2:17][N:16]([C:28]([NH:27][CH2:26][C:23]3[CH:24]=[CH:25][C:20]([F:19])=[CH:21][CH:22]=3)=[O:29])[CH2:15][CH2:14]2)=[N:4][CH:5]=[C:6]([CH:12]=1)[C:7]([O:9][CH2:10][CH3:11])=[O:8]. Given the reactants [Cl:1][C:2]1[C:3]([N:13]2[CH2:18][CH2:17][NH:16][CH2:15][CH2:14]2)=[N:4][CH:5]=[C:6]([CH:12]=1)[C:7]([O:9][CH2:10][CH3:11])=[O:8].[F:19][C:20]1[CH:25]=[CH:24][C:23]([CH2:26][N:27]=[C:28]=[O:29])=[CH:22][CH:21]=1, predict the reaction product. (9) The product is: [CH2:34]([CH:37]1[CH:46]([O:17][C@H:18]2[CH2:22][N:21]([C:23]([O:25][C:26]([CH3:27])([CH3:28])[CH3:29])=[O:24])[C@H:20]([C:30]([O:32][CH3:33])=[O:31])[CH2:19]2)[C:45]23[N:48]=[CH:49][CH:50]=[C:44]2[CH:43]=[CH:42][CH:41]=[C:40]3[N:39]([CH3:51])[CH2:38]1)[CH:35]=[CH2:36]. Given the reactants C([O-])([O-])=O.[Cs+].[Cs+].BrC1C=CC(S([O:17][C@@H:18]2[CH2:22][N:21]([C:23]([O:25][C:26]([CH3:29])([CH3:28])[CH3:27])=[O:24])[C@H:20]([C:30]([O:32][CH3:33])=[O:31])[CH2:19]2)(=O)=O)=CC=1.[CH2:34]([CH:37]1[CH:46](O)[C:45]23[N:48]=[CH:49][CH:50]=[C:44]2[CH:43]=[CH:42][CH:41]=[C:40]3[N:39]([CH3:51])[CH2:38]1)[CH:35]=[CH2:36], predict the reaction product.